Dataset: Full USPTO retrosynthesis dataset with 1.9M reactions from patents (1976-2016). Task: Predict the reactants needed to synthesize the given product. (1) The reactants are: C[O:2][C:3]1[CH:23]=[CH:22][C:6]2[C:7]([CH:20]=[CH2:21])=[C:8]([C:12]3[CH:17]=[CH:16][C:15]([O:18]C)=[CH:14][CH:13]=3)[CH2:9][CH2:10][CH2:11][C:5]=2[CH:4]=1.B(Br)(Br)Br.O. Given the product [OH:18][C:15]1[CH:14]=[CH:13][C:12]([C:8]2[CH2:9][CH2:10][CH2:11][C:5]3[CH:4]=[C:3]([OH:2])[CH:23]=[CH:22][C:6]=3[C:7]=2[CH:20]=[CH2:21])=[CH:17][CH:16]=1, predict the reactants needed to synthesize it. (2) Given the product [CH3:7][C:4]1[C:3]([C:2]([F:10])([F:9])[F:1])=[N:20][N:19]([C:16]2[CH:17]=[CH:18][C:13]([O:12][CH3:11])=[CH:14][CH:15]=2)[C:5]=1[NH2:6], predict the reactants needed to synthesize it. The reactants are: [F:1][C:2]([F:10])([F:9])[C:3](=O)[CH:4]([CH3:7])[C:5]#[N:6].[CH3:11][O:12][C:13]1[CH:18]=[CH:17][C:16]([NH:19][NH2:20])=[CH:15][CH:14]=1.Cl.